This data is from Reaction yield outcomes from USPTO patents with 853,638 reactions. The task is: Predict the reaction yield, written as a fraction of the theoretical maximum amount of product (1.0 means a 100% yield; for example, 0.34 means a 34% yield). (1) The reactants are [NH2:1][C:2]1[C:11]2[C:6](=[CH:7][CH:8]=[CH:9][C:10]=2[O:12][C:13]2[CH:18]=[CH:17][C:16]([O:19][CH3:20])=[CH:15][CH:14]=2)[N:5]=[CH:4][N:3]=1.[CH3:21][O:22][C:23]1[CH:24]=[C:25]([N:29]=[C:30]=[O:31])[CH:26]=[CH:27][CH:28]=1. The catalyst is ClCCl. The product is [CH3:20][O:19][C:16]1[CH:17]=[CH:18][C:13]([O:12][C:10]2[CH:9]=[CH:8][CH:7]=[C:6]3[C:11]=2[C:2]([NH:1][C:30]([NH:29][C:25]2[CH:26]=[CH:27][CH:28]=[C:23]([O:22][CH3:21])[CH:24]=2)=[O:31])=[N:3][CH:4]=[N:5]3)=[CH:14][CH:15]=1. The yield is 0.741. (2) The reactants are [CH3:1][N:2]([CH3:30])[CH2:3][CH2:4][CH2:5][NH:6][C:7]1[CH:8]=[C:9]([C:16]([CH3:29])([CH3:28])[C:17]([N:19]([CH2:24][CH:25]([CH3:27])[CH3:26])[CH2:20][CH:21]([CH3:23])[CH3:22])=[O:18])[CH:10]=[CH:11][C:12]=1[N+:13]([O-])=O. The catalyst is C(OCC)(=O)C.C(O)C.[Pd]. The product is [NH2:13][C:12]1[CH:11]=[CH:10][C:9]([C:16]([CH3:29])([CH3:28])[C:17]([N:19]([CH2:20][CH:21]([CH3:22])[CH3:23])[CH2:24][CH:25]([CH3:26])[CH3:27])=[O:18])=[CH:8][C:7]=1[NH:6][CH2:5][CH2:4][CH2:3][N:2]([CH3:30])[CH3:1]. The yield is 0.950. (3) The reactants are [O:1]1[C:5]2([CH2:10][CH2:9][CH2:8][CH2:7][CH2:6]2)[CH2:4]C[C:2]1=[O:11].C(=O)([O-])[O-].[Cs+].[Cs+].Br[CH2:19][C:20]1[CH:25]=[CH:24][C:23]([I:26])=[CH:22][CH:21]=1.C(#[N:29])C. The catalyst is C(OCC)(=O)C. The product is [I:26][C:23]1[CH:24]=[CH:25][C:20]([CH2:19][N:29]2[CH2:4][C:5]3([CH2:6][CH2:7][CH2:8][CH2:9][CH2:10]3)[O:1][C:2]2=[O:11])=[CH:21][CH:22]=1. The yield is 0.490. (4) The reactants are [C:1]([C@:3]1([OH:10])[CH2:7][CH2:6][N:5]([CH3:8])[C:4]1=[O:9])#[CH:2].Br[C:12]1[CH:13]=[CH:14][C:15]2[O:21][CH2:20][CH2:19][N:18]3[C:22]([CH2:28][O:29][C:30]4[CH:35]=[CH:34][CH:33]=[CH:32][C:31]=4[Cl:36])=[C:23]([C:25]([NH2:27])=[O:26])[N:24]=[C:17]3[C:16]=2[CH:37]=1. The catalyst is CS(C)=O.C1C=CC([P]([Pd]([P](C2C=CC=CC=2)(C2C=CC=CC=2)C2C=CC=CC=2)([P](C2C=CC=CC=2)(C2C=CC=CC=2)C2C=CC=CC=2)[P](C2C=CC=CC=2)(C2C=CC=CC=2)C2C=CC=CC=2)(C2C=CC=CC=2)C2C=CC=CC=2)=CC=1. The product is [Cl:36][C:31]1[CH:32]=[CH:33][CH:34]=[CH:35][C:30]=1[O:29][CH2:28][C:22]1[N:18]2[CH2:19][CH2:20][O:21][C:15]3[CH:14]=[CH:13][C:12]([C:2]#[C:1][C@:3]4([OH:10])[CH2:7][CH2:6][N:5]([CH3:8])[C:4]4=[O:9])=[CH:37][C:16]=3[C:17]2=[N:24][C:23]=1[C:25]([NH2:27])=[O:26]. The yield is 0.230. (5) The yield is 0.220. The reactants are [CH:1]1([CH2:4][C@H:5]([NH:25]C(=O)OC(C)(C)C)[CH2:6][O:7][C:8]2[CH:9]=[CH:10][C:11]3[C:20]4[C:15](=[C:16]([CH3:21])[N:17]=[CH:18][CH:19]=4)[C:14](=[O:22])[N:13]([CH3:23])[C:12]=3[CH:24]=2)[CH2:3][CH2:2]1.Cl. The catalyst is C(OCC)C. The product is [NH2:25][C@@H:5]([CH2:4][CH:1]1[CH2:3][CH2:2]1)[CH2:6][O:7][C:8]1[CH:9]=[CH:10][C:11]2[C:20]3[C:15](=[C:16]([CH3:21])[N:17]=[CH:18][CH:19]=3)[C:14](=[O:22])[N:13]([CH3:23])[C:12]=2[CH:24]=1. (6) The reactants are [OH:1][CH:2]([C:16]1[CH:17]=[C:18]2[C:23](=[CH:24][CH:25]=1)[N:22]=[CH:21][C:20]([O:26][CH3:27])=[N:19]2)[C:3]1[CH:8]=[CH:7][C:6]([NH:9][C:10](=[O:15])[C:11]([CH3:14])([CH3:13])[CH3:12])=[CH:5][CH:4]=1. The yield is 0.280. The catalyst is C(Cl)Cl.O=[Mn]=O. The product is [CH3:27][O:26][C:20]1[CH:21]=[N:22][C:23]2[C:18]([N:19]=1)=[CH:17][C:16]([C:2]([C:3]1[CH:8]=[CH:7][C:6]([NH:9][C:10](=[O:15])[C:11]([CH3:13])([CH3:12])[CH3:14])=[CH:5][CH:4]=1)=[O:1])=[CH:25][CH:24]=2. (7) The reactants are [CH3:1][N:2]([CH3:13])[CH2:3][CH2:4][O:5][CH2:6][CH2:7][O:8][CH2:9][CH2:10][C:11]#[N:12].[NH2:14][OH:15]. The catalyst is CCO. The yield is 0.901. The product is [CH3:13][N:2]([CH3:1])[CH2:3][CH2:4][O:5][CH2:6][CH2:7][O:8][CH2:9][CH2:10][C:11](=[N:14][OH:15])[NH2:12].